Dataset: Reaction yield outcomes from USPTO patents with 853,638 reactions. Task: Predict the reaction yield, written as a fraction of the theoretical maximum amount of product (1.0 means a 100% yield; for example, 0.34 means a 34% yield). (1) The reactants are [Br:1][C:2]1[CH:3]=[C:4]2[CH:10]=[CH:9][NH:8][C:5]2=[N:6][CH:7]=1.[CH3:11][O:12][C:13](=[O:25])[NH:14][C:15]1[CH:20]=[CH:19][C:18]([F:21])=[C:17]([CH:22]=[O:23])[C:16]=1[F:24].CO.[OH-].[K+]. The catalyst is O. The product is [CH3:11][O:12][C:13](=[O:25])[NH:14][C:15]1[CH:20]=[CH:19][C:18]([F:21])=[C:17]([CH:22]([C:10]2[C:4]3[C:5](=[N:6][CH:7]=[C:2]([Br:1])[CH:3]=3)[NH:8][CH:9]=2)[OH:23])[C:16]=1[F:24]. The yield is 0.910. (2) The reactants are [CH:1]([O:8][CH2:9][CH3:10])(OCC)OCC.C(O[C@@H:15]1[C@H:21]2[C@H:22]3[C@H:31]([CH2:32][CH2:33][C@:18]2([CH2:19][CH3:20])[C:17](=[O:35])[CH2:16]1)[C@@H:30]1[C:25](=[CH:26]C(=O)[CH2:28][CH2:29]1)[CH2:24][CH2:23]3)(=O)C.C(N(CC)CC)C.O. The catalyst is CCO.C1(C)C=CC(S(O)(=O)=O)=CC=1. The product is [CH2:9]([O:8][C:1]1[CH2:28][CH2:29][C@H:30]2[C:25](=[CH:24][CH2:23][C@@H:22]3[C@@H:31]2[CH2:32][CH2:33][C@@:18]2([CH2:19][CH3:20])[C@H:21]3[CH:15]=[CH:16][C:17]2=[O:35])[CH:26]=1)[CH3:10]. The yield is 0.620. (3) The reactants are [C:1](O)(=O)[CH2:2][C:3]([OH:5])=[O:4].[C:8]([C:12]1[CH:19]=[CH:18][C:15](C=O)=[CH:14][CH:13]=1)([CH3:11])([CH3:10])[CH3:9].N1CCCCC1.Cl. The catalyst is N1C=CC=CC=1. The product is [C:8]([C:12]1[CH:19]=[CH:18][C:15](/[CH:1]=[CH:2]/[C:3]([OH:5])=[O:4])=[CH:14][CH:13]=1)([CH3:11])([CH3:10])[CH3:9]. The yield is 0.480. (4) The reactants are [CH:1]([C:3]1[CH:11]=[CH:10][C:6]([C:7]([OH:9])=[O:8])=[CH:5][CH:4]=1)=[O:2].S(Cl)(Cl)=O.[CH3:16]O. No catalyst specified. The product is [C:7]([C:6]1[CH:10]=[CH:11][C:3]([CH:1]=[O:2])=[CH:4][CH:5]=1)([O:9][CH3:16])=[O:8]. The yield is 0.980. (5) The reactants are [NH:1]1[C:9]2[C:4](=[CH:5][CH:6]=[CH:7][CH:8]=2)[C:3]([C:10]([OH:12])=O)=[N:2]1.C(N1C=CN=C1)(N1C=CN=C1)=O.Cl.[CH3:26][NH:27][O:28][CH3:29]. The catalyst is CN(C=O)C. The product is [CH3:29][O:28][N:27]([CH3:26])[C:10]([C:3]1[C:4]2[C:9](=[CH:8][CH:7]=[CH:6][CH:5]=2)[NH:1][N:2]=1)=[O:12]. The yield is 0.790. (6) The reactants are C(OC(=O)[NH:7][C@H:8]([C:10]1[CH:15]=[CH:14][C:13]([Br:16])=[CH:12][N:11]=1)[CH3:9])(C)(C)C.Cl.O1CCOCC1. The product is [Br:16][C:13]1[CH:14]=[CH:15][C:10]([C@@H:8]([NH2:7])[CH3:9])=[N:11][CH:12]=1. The yield is 0.730. The catalyst is C(Cl)Cl. (7) The reactants are [O:1]1[CH2:6][CH2:5][N:4]([CH2:7][C:8]2[N:13]=[CH:12][C:11]([NH:14]C(=O)OC(C)(C)C)=[CH:10][CH:9]=2)[CH2:3][CH2:2]1.C(O)(C(F)(F)F)=O. The catalyst is ClCCl. The product is [O:1]1[CH2:6][CH2:5][N:4]([CH2:7][C:8]2[N:13]=[CH:12][C:11]([NH2:14])=[CH:10][CH:9]=2)[CH2:3][CH2:2]1. The yield is 0.560.